Task: Regression. Given two drug SMILES strings and cell line genomic features, predict the synergy score measuring deviation from expected non-interaction effect.. Dataset: NCI-60 drug combinations with 297,098 pairs across 59 cell lines (1) Drug 1: COC1=C(C=C2C(=C1)N=CN=C2NC3=CC(=C(C=C3)F)Cl)OCCCN4CCOCC4. Drug 2: N.N.Cl[Pt+2]Cl. Cell line: UACC-257. Synergy scores: CSS=2.55, Synergy_ZIP=-3.39, Synergy_Bliss=-7.08, Synergy_Loewe=-14.4, Synergy_HSA=-9.49. (2) Drug 1: CC1=C(C(CCC1)(C)C)C=CC(=CC=CC(=CC(=O)O)C)C. Drug 2: CC1=C(C(=O)C2=C(C1=O)N3CC4C(C3(C2COC(=O)N)OC)N4)N. Cell line: BT-549. Synergy scores: CSS=10.7, Synergy_ZIP=1.17, Synergy_Bliss=-1.84, Synergy_Loewe=-19.1, Synergy_HSA=-5.54.